Dataset: Catalyst prediction with 721,799 reactions and 888 catalyst types from USPTO. Task: Predict which catalyst facilitates the given reaction. (1) Reactant: [F:1][C:2]1[CH:7]=[CH:6][C:5]([C:8](=[C:16]2[CH2:21][C:20]([CH3:23])([CH3:22])[CH2:19][C:18]([CH3:25])([CH3:24])[CH2:17]2)[C:9]2[CH:14]=[CH:13][C:12]([OH:15])=[CH:11][CH:10]=2)=[CH:4][CH:3]=1.C([O-])([O-])=O.[K+].[K+].Br[CH2:33][CH2:34][CH2:35][C:36]([O:38][CH2:39][CH3:40])=[O:37]. Product: [F:1][C:2]1[CH:3]=[CH:4][C:5]([C:8](=[C:16]2[CH2:17][C:18]([CH3:25])([CH3:24])[CH2:19][C:20]([CH3:23])([CH3:22])[CH2:21]2)[C:9]2[CH:14]=[CH:13][C:12]([O:15][CH2:33][CH2:34][CH2:35][C:36]([O:38][CH2:39][CH3:40])=[O:37])=[CH:11][CH:10]=2)=[CH:6][CH:7]=1. The catalyst class is: 21. (2) The catalyst class is: 10. Product: [Cl:3][C:7]1[C:12]([C:13]([O:15][CH3:16])=[O:14])=[CH:11][C:10]([C:17]([O:19][CH3:20])=[O:18])=[C:9]([CH3:21])[N:8]=1. Reactant: P(Cl)(Cl)([Cl:3])=O.O[C:7]1[C:12]([C:13]([O:15][CH3:16])=[O:14])=[CH:11][C:10]([C:17]([O:19][CH3:20])=[O:18])=[C:9]([CH3:21])[N:8]=1.C(=O)(O)[O-].[Na+].